From a dataset of Catalyst prediction with 721,799 reactions and 888 catalyst types from USPTO. Predict which catalyst facilitates the given reaction. (1) Reactant: [CH3:1][C:2]1[C:11]2[C:6](=[CH:7][CH:8]=[CH:9][CH:10]=2)[N:5]=[C:4]([NH:12][C@H:13]2[CH2:17][CH2:16][N:15]([C:18](=[O:31])[CH2:19][C:20]3[CH:25]=[CH:24][C:23]([O:26][C:27]([F:30])([F:29])[F:28])=[CH:22][CH:21]=3)[CH2:14]2)[CH:3]=1.[ClH:32]. Product: [ClH:32].[CH3:1][C:2]1[C:11]2[C:6](=[CH:7][CH:8]=[CH:9][CH:10]=2)[N:5]=[C:4]([NH:12][C@H:13]2[CH2:17][CH2:16][N:15]([C:18](=[O:31])[CH2:19][C:20]3[CH:25]=[CH:24][C:23]([O:26][C:27]([F:29])([F:30])[F:28])=[CH:22][CH:21]=3)[CH2:14]2)[CH:3]=1. The catalyst class is: 13. (2) Reactant: [CH3:1][S:2][C:3]1[CH:8]=[C:7]([C:9]2[S:10][C:11]3[CH:19]=[CH:18][CH:17]=[CH:16][C:12]=3[C:13](=[O:15])[N:14]=2)[CH:6]=[CH:5][N:4]=1.ClC1C=CC=C(C(OO)=[O:28])C=1. Product: [CH3:1][S:2]([C:3]1[CH:8]=[C:7]([C:9]2[S:10][C:11]3[CH:19]=[CH:18][CH:17]=[CH:16][C:12]=3[C:13](=[O:15])[N:14]=2)[CH:6]=[CH:5][N:4]=1)=[O:28]. The catalyst class is: 22. (3) Reactant: [CH2:1]([N:5]1[C:9]([CH:10]=[O:11])=[CH:8][N:7]=[C:6]1[C:12]1[CH:17]=[CH:16][CH:15]=[CH:14][CH:13]=1)[CH2:2][CH2:3][CH3:4].[BH4-].[Na+]. The catalyst class is: 24. Product: [CH2:1]([N:5]1[C:9]([CH2:10][OH:11])=[CH:8][N:7]=[C:6]1[C:12]1[CH:13]=[CH:14][CH:15]=[CH:16][CH:17]=1)[CH2:2][CH2:3][CH3:4].